Dataset: Forward reaction prediction with 1.9M reactions from USPTO patents (1976-2016). Task: Predict the product of the given reaction. (1) Given the reactants [NH2:1][C:2]1[C:11]([N:12]2[CH2:17][CH2:16][O:15][CH2:14][CH2:13]2)=[CH:10][C:9]2[C:4](=[CH:5][CH:6]=[C:7]([C:18]3[C:23]([CH3:24])=[CH:22][CH:21]=[CH:20][C:19]=3[CH:25]([C:27]3[CH:32]=[CH:31][CH:30]=[CH:29][CH:28]=3)O)[CH:8]=2)[N:3]=1.C(OCC)(=O)C, predict the reaction product. The product is: [CH2:25]([C:19]1[CH:20]=[CH:21][CH:22]=[C:23]([CH3:24])[C:18]=1[C:7]1[CH:8]=[C:9]2[C:4](=[CH:5][CH:6]=1)[N:3]=[C:2]([NH2:1])[C:11]([N:12]1[CH2:13][CH2:14][O:15][CH2:16][CH2:17]1)=[CH:10]2)[C:27]1[CH:28]=[CH:29][CH:30]=[CH:31][CH:32]=1. (2) The product is: [CH2:14]([O:16][C:17]1[CH:24]=[CH:23][C:20]([CH2:21][O:1][C:2]2[CH:3]=[CH:4][C:5]3[O:9][C:8]([C:10](=[O:12])[CH3:11])=[CH:7][C:6]=3[CH:13]=2)=[CH:19][CH:18]=1)[CH3:15]. Given the reactants [OH:1][C:2]1[CH:3]=[CH:4][C:5]2[O:9][C:8]([C:10](=[O:12])[CH3:11])=[CH:7][C:6]=2[CH:13]=1.[CH2:14]([O:16][C:17]1[CH:24]=[CH:23][C:20]([CH2:21]Cl)=[CH:19][CH:18]=1)[CH3:15].C(=O)([O-])[O-].[K+].[K+], predict the reaction product. (3) Given the reactants [F:1][CH2:2][CH:3]1[N:8]([CH3:9])[CH2:7][CH2:6][N:5](C(OCC2C=CC=CC=2)=O)[CH2:4]1, predict the reaction product. The product is: [F:1][CH2:2][CH:3]1[CH2:4][NH:5][CH2:6][CH2:7][N:8]1[CH3:9].